From a dataset of CYP1A2 inhibition data for predicting drug metabolism from PubChem BioAssay. Regression/Classification. Given a drug SMILES string, predict its absorption, distribution, metabolism, or excretion properties. Task type varies by dataset: regression for continuous measurements (e.g., permeability, clearance, half-life) or binary classification for categorical outcomes (e.g., BBB penetration, CYP inhibition). Dataset: cyp1a2_veith. (1) The compound is CCNc1nc(NCC)nc(C(=O)Nc2ccccc2)n1. The result is 1 (inhibitor). (2) The molecule is CCCN(C/C=C\I)[C@@H]1CCc2cccc(O)c2C1. The result is 1 (inhibitor). (3) The drug is C[C@@H](c1ccccc1)N1C(=O)[C@@H]2CC=C3C(=O)[C@H]4O[C@H]4[C@@H](O)[C@H]3[C@H]2C1=O. The result is 0 (non-inhibitor). (4) The compound is Cn1cccc1C(=O)N1CCC2(CCN(Cc3ccc(C#N)cc3)CC2)CC1. The result is 0 (non-inhibitor). (5) The compound is CCOC(=O)c1cnc2cc(-c3ccc(C(C)(C)C)cc3)nn2c1N. The result is 0 (non-inhibitor). (6) The drug is COc1ccc(OCCNS(=O)(=O)c2ccc3oc4ccccc4c3c2)cc1. The result is 1 (inhibitor). (7) The compound is O=C(O)C(F)(F)C(F)(F)C(F)(F)C(F)(F)C(=O)O. The result is 0 (non-inhibitor).